Dataset: Reaction yield outcomes from USPTO patents with 853,638 reactions. Task: Predict the reaction yield, written as a fraction of the theoretical maximum amount of product (1.0 means a 100% yield; for example, 0.34 means a 34% yield). (1) The reactants are [F-:1].[K+].[N+:3]([C:6]1[CH:19]=[CH:18][CH:17]=[C:16]([N+]([O-])=O)[C:7]=1[C:8]([NH:10][C@H:11]([CH3:15])[C:12]([OH:14])=[O:13])=[O:9])([O-:5])=[O:4].C1OCCOCCOCCOCCOCCOC1. The catalyst is CS(C)=O. The product is [F:1][C:16]1[CH:17]=[CH:18][CH:19]=[C:6]([N+:3]([O-:5])=[O:4])[C:7]=1[C:8]([NH:10][C@H:11]([CH3:15])[C:12]([OH:14])=[O:13])=[O:9]. The yield is 0.640. (2) The reactants are [CH2:1]([N:4]1[CH:8]=[CH:7][N:6]=[C:5]1[C:9]1[S:10][C:11]([Sn](CCCC)(CCCC)CCCC)=[CH:12][C:13]=1[C:14]1[CH:19]=[CH:18][C:17]([Cl:20])=[CH:16][C:15]=1[Cl:21])[CH:2]=[CH2:3].Br[C:36]1[CH:41]=[CH:40][N:39]=[C:38]([CH3:42])[CH:37]=1. The catalyst is CN(C=O)C.Cl[Pd](Cl)([P](C1C=CC=CC=1)(C1C=CC=CC=1)C1C=CC=CC=1)[P](C1C=CC=CC=1)(C1C=CC=CC=1)C1C=CC=CC=1. The product is [CH2:1]([N:4]1[CH:8]=[CH:7][N:6]=[C:5]1[C:9]1[S:10][C:11]([C:36]2[CH:41]=[CH:40][N:39]=[C:38]([CH3:42])[CH:37]=2)=[CH:12][C:13]=1[C:14]1[CH:19]=[CH:18][C:17]([Cl:20])=[CH:16][C:15]=1[Cl:21])[CH:2]=[CH2:3]. The yield is 0.670. (3) The catalyst is O. The yield is 0.580. The product is [OH:7][CH:8]([CH2:27][CH2:28][CH2:29][CH2:30][CH2:31][C:32]([CH3:43])([CH3:42])[CH2:33][C:34](=[O:41])[C:35]1[CH:40]=[CH:39][CH:38]=[N:37][CH:36]=1)[CH2:9][CH2:10][CH2:11][CH2:12][CH2:13][C:14]([CH3:26])([CH3:25])[CH2:15][O:16][C:17](=[O:24])[C:18]1[CH:23]=[CH:22][CH:21]=[N:20][CH:19]=1. The reactants are O1CCCCC1[O:7][CH:8]([CH2:27][CH2:28][CH2:29][CH2:30][CH2:31][C:32]([CH3:43])([CH3:42])[CH2:33][C:34](=[O:41])[C:35]1[CH:40]=[CH:39][CH:38]=[N:37][CH:36]=1)[CH2:9][CH2:10][CH2:11][CH2:12][CH2:13][C:14]([CH3:26])([CH3:25])[CH2:15][O:16][C:17](=[O:24])[C:18]1[CH:23]=[CH:22][CH:21]=[N:20][CH:19]=1.C(O)(=O)C.C1COCC1. (4) The reactants are [C:1]([O:5][C:6]([N:8]1[CH2:12][C:11](=[CH:13][C:14]2[CH:19]=[CH:18][CH:17]=[C:16]([F:20])[CH:15]=2)[CH2:10][CH:9]1[C:21]([OH:23])=[O:22])=[O:7])([CH3:4])([CH3:3])[CH3:2].[CH:24]1([CH3:34])[CH2:29][CH2:28][CH:27]([CH:30]([CH3:32])[CH3:31])[CH:26](O)[CH2:25]1.CN(C1C=CC=CN=1)C.C1(N=C=NC2CCCCC2)CCCCC1. The catalyst is ClCCl. The product is [CH:30]([CH:27]1[CH2:28][CH2:29][CH:24]([CH3:34])[CH2:25][CH:26]1[O:22][C:21]([CH:9]1[CH2:10][C:11](=[CH:13][C:14]2[CH:19]=[CH:18][CH:17]=[C:16]([F:20])[CH:15]=2)[CH2:12][N:8]1[C:6]([O:5][C:1]([CH3:4])([CH3:2])[CH3:3])=[O:7])=[O:23])([CH3:32])[CH3:31]. The yield is 0.310. (5) The reactants are [CH:1]([N:4]1[C:8]([C:9]2[N:18]=[C:17]3[N:11]([CH2:12][CH2:13][O:14][C:15]4[CH:22]=[C:21](O)[N:20]=[CH:19][C:16]=43)[CH:10]=2)=[N:7][CH:6]=[N:5]1)([CH3:3])[CH3:2].[NH:24]1[CH2:29][CH2:28][O:27][CH2:26][CH2:25]1. No catalyst specified. The product is [CH:1]([N:4]1[C:8]([C:9]2[N:18]=[C:17]3[C:16]4[CH:19]=[N:20][C:21]([N:24]5[CH2:29][CH2:28][O:27][CH2:26][CH2:25]5)=[CH:22][C:15]=4[O:14][CH2:13][CH2:12][N:11]3[CH:10]=2)=[N:7][CH:6]=[N:5]1)([CH3:3])[CH3:2]. The yield is 0.440. (6) The reactants are [NH2:1][C:2]1[N:6]([CH3:7])[N:5]=[C:4]([CH3:8])[C:3]=1[C:9]#[N:10].[F:11][C:12]1[CH:20]=[CH:19][CH:18]=[CH:17][C:13]=1[C:14](Cl)=[O:15]. The catalyst is N1C=CC=CC=1. The product is [C:9]([C:3]1[C:4]([CH3:8])=[N:5][N:6]([CH3:7])[C:2]=1[NH:1][C:14](=[O:15])[C:13]1[CH:17]=[CH:18][CH:19]=[CH:20][C:12]=1[F:11])#[N:10]. The yield is 0.500. (7) The product is [F:1][C:2]1[CH:11]=[CH:10][C:9]([O:12][CH2:13][CH2:14][CH3:15])=[C:8]2[C:3]=1[C:4](=[O:24])[C:5]([C:16]1[CH:17]=[CH:18][C:19]([OH:22])=[CH:20][CH:21]=1)=[CH:6][NH:7]2. The reactants are [F:1][C:2]1[CH:11]=[CH:10][C:9]([O:12][CH2:13][CH2:14][CH3:15])=[C:8]2[C:3]=1[C:4](=[O:24])[C:5]([C:16]1[CH:21]=[CH:20][C:19]([O:22]C)=[CH:18][CH:17]=1)=[CH:6][NH:7]2.B(Br)(Br)Br. The yield is 0.920. The catalyst is ClCCl.